From a dataset of TCR-epitope binding with 47,182 pairs between 192 epitopes and 23,139 TCRs. Binary Classification. Given a T-cell receptor sequence (or CDR3 region) and an epitope sequence, predict whether binding occurs between them. (1) The epitope is AMFWSVPTV. The TCR CDR3 sequence is CAISERHLTDTQYF. Result: 0 (the TCR does not bind to the epitope). (2) The epitope is WICLLQFAY. The TCR CDR3 sequence is CASSDTFGQGPYNEQFF. Result: 1 (the TCR binds to the epitope). (3) The epitope is KRWIILGLNK. The TCR CDR3 sequence is CASSPTLGSHYGYTF. Result: 0 (the TCR does not bind to the epitope). (4) The epitope is GVAMPNLYK. Result: 0 (the TCR does not bind to the epitope). The TCR CDR3 sequence is CSARYDYEQYF.